This data is from Experimentally validated miRNA-target interactions with 360,000+ pairs, plus equal number of negative samples. The task is: Binary Classification. Given a miRNA mature sequence and a target amino acid sequence, predict their likelihood of interaction. The miRNA is hsa-miR-450a-1-3p with sequence AUUGGGAACAUUUUGCAUGUAU. The protein sequence of the target gene is MLTLTRCHHLKQIAQECLSSLLVKVQSRTQLLLPRASARAESGKSWHSTHSLVGDKNIVLMGPPGSGKTTVGRILGDKLGCCVIDVDSDVLEKAWNMSASEKLQDVGNERFLEEEGKTVLNLSASGSVISLSGSNPMHDASMWHLKKNGIVVYLDVPLTDIISRLKSMRIDRIVGQNTGASLRDSLKHVRLYYKKWYDARVFCESGASAEEVADKVLDVVKRYQDVDSETFISTRHVCLKDHDKKFPPKYFSEAVVEGLASDGGLFVPEKEFPKLSPGEWNNLIGATYIERAQVLLERCI.... Result: 0 (no interaction).